This data is from Full USPTO retrosynthesis dataset with 1.9M reactions from patents (1976-2016). The task is: Predict the reactants needed to synthesize the given product. Given the product [CH3:10][O:11][C:12]1[N:17]=[C:16]([C:18]2[CH:31]=[CH:30][CH:29]=[C:28]3[C:19]=2[O:20][C:21]2[CH:22]=[CH:23][C:24]([NH:32][CH:7]([C:3]4[CH:2]=[N:1][CH:6]=[CH:5][CH:4]=4)[CH3:8])=[CH:25][C:26]=2[CH2:27]3)[CH:15]=[C:14]([N:33]2[CH2:38][CH2:37][O:36][CH2:35][CH2:34]2)[CH:13]=1, predict the reactants needed to synthesize it. The reactants are: [N:1]1[CH:6]=[CH:5][CH:4]=[C:3]([C:7](=O)[CH3:8])[CH:2]=1.[CH3:10][O:11][C:12]1[N:17]=[C:16]([C:18]2[CH:31]=[CH:30][CH:29]=[C:28]3[C:19]=2[O:20][C:21]2[CH:22]=[CH:23][C:24]([NH2:32])=[CH:25][C:26]=2[CH2:27]3)[CH:15]=[C:14]([N:33]2[CH2:38][CH2:37][O:36][CH2:35][CH2:34]2)[CH:13]=1.[BH4-].[Na+].[Cl-].[Na+].